This data is from Peptide-MHC class I binding affinity with 185,985 pairs from IEDB/IMGT. The task is: Regression. Given a peptide amino acid sequence and an MHC pseudo amino acid sequence, predict their binding affinity value. This is MHC class I binding data. The binding affinity (normalized) is 0.0847. The MHC is HLA-B15:17 with pseudo-sequence HLA-B15:17. The peptide sequence is RYMSKTYNF.